This data is from Catalyst prediction with 721,799 reactions and 888 catalyst types from USPTO. The task is: Predict which catalyst facilitates the given reaction. (1) Reactant: [Br:1][C:2]1[CH:7]=[CH:6][C:5]([CH2:8]O)=[C:4]([F:10])[CH:3]=1.CS(Cl)(=O)=O.CCN(C(C)C)C(C)C.[NH:25]1[CH2:30][CH2:29][CH:28]([OH:31])[CH2:27][CH2:26]1. Product: [Br:1][C:2]1[CH:7]=[CH:6][C:5]([CH2:8][N:25]2[CH2:30][CH2:29][CH:28]([OH:31])[CH2:27][CH2:26]2)=[C:4]([F:10])[CH:3]=1. The catalyst class is: 2. (2) Reactant: [CH3:1][O:2][C:3]1[CH:4]=[C:5]([CH:9]=[C:10]([C:12]2[CH:17]=[CH:16][C:15]([CH3:18])=[CH:14][N:13]=2)[CH:11]=1)[C:6]([OH:8])=O.[CH3:19][C:20]1[N:25]=[CH:24][C:23]([C@H:26]([NH2:28])[CH3:27])=[CH:22][N:21]=1.Cl.CN(C)CCCN=C=NCC.O.ON1C2C=CC=CC=2N=N1.C(N(CC)CC)C. Product: [CH3:1][O:2][C:3]1[CH:4]=[C:5]([CH:9]=[C:10]([C:12]2[CH:17]=[CH:16][C:15]([CH3:18])=[CH:14][N:13]=2)[CH:11]=1)[C:6]([NH:28][C@@H:26]([C:23]1[CH:22]=[N:21][C:20]([CH3:19])=[N:25][CH:24]=1)[CH3:27])=[O:8]. The catalyst class is: 2. (3) Reactant: [F:1][C:2]1[C:30]([NH:31][S:32]([CH2:35][CH2:36][CH3:37])(=[O:34])=[O:33])=[CH:29][CH:28]=[C:27]([F:38])[C:3]=1[C:4]([NH:6][C:7]1[CH:8]=[C:9]2[C:15]([CH:16]=[CH2:17])=[CH:14][N:13](S(C3C=CC=CC=3)(=O)=O)[C:10]2=[N:11][CH:12]=1)=[O:5].C([O-])([O-])=O.[K+].[K+]. Product: [F:1][C:2]1[C:30]([NH:31][S:32]([CH2:35][CH2:36][CH3:37])(=[O:33])=[O:34])=[CH:29][CH:28]=[C:27]([F:38])[C:3]=1[C:4]([NH:6][C:7]1[CH:8]=[C:9]2[C:15]([CH:16]=[CH2:17])=[CH:14][NH:13][C:10]2=[N:11][CH:12]=1)=[O:5]. The catalyst class is: 24. (4) The catalyst class is: 30. Reactant: [Cl:1][C:2]1[CH:3]=[C:4]([C@H:9]2[C@H:14]([C:15]([O:17]C)=[O:16])[NH:13][C:12](=[O:19])[C:11]3[S:20][C:21]([N:23]4[CH2:28][CH2:27][O:26][CH2:25][CH2:24]4)=[CH:22][C:10]2=3)[CH:5]=[CH:6][C:7]=1[Cl:8].[OH-].[Na+].Cl. Product: [Cl:1][C:2]1[CH:3]=[C:4]([C@H:9]2[C@H:14]([C:15]([OH:17])=[O:16])[NH:13][C:12](=[O:19])[C:11]3[S:20][C:21]([N:23]4[CH2:24][CH2:25][O:26][CH2:27][CH2:28]4)=[CH:22][C:10]2=3)[CH:5]=[CH:6][C:7]=1[Cl:8].